From a dataset of Peptide-MHC class I binding affinity with 185,985 pairs from IEDB/IMGT. Regression. Given a peptide amino acid sequence and an MHC pseudo amino acid sequence, predict their binding affinity value. This is MHC class I binding data. The binding affinity (normalized) is 0.213. The peptide sequence is RRRKGWIPL. The MHC is HLA-B15:42 with pseudo-sequence YYAMYREISTNTYESNLYWTYNLYTWAELAYTWY.